This data is from Reaction yield outcomes from USPTO patents with 853,638 reactions. The task is: Predict the reaction yield, written as a fraction of the theoretical maximum amount of product (1.0 means a 100% yield; for example, 0.34 means a 34% yield). (1) The reactants are [OH-].[Na+].[Br:3][C:4]1[CH:11]=[CH:10][C:7]([CH2:8][OH:9])=[CH:6][CH:5]=1.I[CH2:13][CH3:14].Cl. The catalyst is CN(C)C=O. The product is [Br:3][C:4]1[CH:11]=[CH:10][C:7]([CH2:8][O:9][CH2:13][CH3:14])=[CH:6][CH:5]=1. The yield is 0.480. (2) The reactants are C(N(CC)CC)C.[CH2:8]([OH:10])[CH3:9].[N:11]1[CH:16]=[CH:15][CH:14]=[CH:13][C:12]=1[S:17](Cl)(=[O:19])=[O:18]. The catalyst is ClCCl. The product is [N:11]1[CH:16]=[CH:15][CH:14]=[CH:13][C:12]=1[S:17]([C:8](=[O:10])[CH3:9])(=[O:19])=[O:18]. The yield is 0.950. (3) The reactants are I[C:2]1[O:3][CH:4]=[CH:5][C:6]=1[C:7]([NH:9][CH2:10][C:11]([F:14])([F:13])[F:12])=[O:8].C(=O)([O-])[O-].[K+].[K+].[CH3:21][N:22](C=O)C. The catalyst is [Cu]I. The product is [F:12][C:11]([F:14])([F:13])[CH2:10][N:9]1[C:7](=[O:8])[C:6]2[CH:5]=[CH:4][O:3][C:2]=2[N:22]=[CH:21]1. The yield is 0.220. (4) The reactants are Br[C:2]1[CH:7]=[CH:6][C:5]([Br:8])=[CH:4][N:3]=1.[CH:9]1([CH2:12][OH:13])[CH2:11][CH2:10]1. No catalyst specified. The product is [Br:8][C:5]1[CH:6]=[CH:7][C:2]([O:13][CH2:12][CH:9]2[CH2:11][CH2:10]2)=[N:3][CH:4]=1. The yield is 0.780. (5) The catalyst is CO.[Pd]. The yield is 0.910. The reactants are [N+:1]([C:4]1[CH:12]=[CH:11][CH:10]=[C:9]2[C:5]=1[C:6](=[O:28])[N:7]([CH:14]([C:17]1[CH:22]=[CH:21][C:20]([O:23][CH3:24])=[C:19]([O:25][CH2:26][CH3:27])[CH:18]=1)[C:15]#[N:16])[C:8]2=[O:13])([O-])=O. The product is [NH2:1][C:4]1[CH:12]=[CH:11][CH:10]=[C:9]2[C:5]=1[C:6](=[O:28])[N:7]([CH:14]([C:17]1[CH:22]=[CH:21][C:20]([O:23][CH3:24])=[C:19]([O:25][CH2:26][CH3:27])[CH:18]=1)[C:15]#[N:16])[C:8]2=[O:13]. (6) The reactants are S(Cl)(Cl)=O.[O:5]1[CH2:10][CH2:9][CH:8]([C:11]([OH:13])=O)[CH2:7][CH2:6]1.[CH3:14][Si](C=[N+]=[N-])(C)C.[BrH:21]. The catalyst is C(O)(=O)C. The product is [Br:21][CH2:14][C:11]([CH:8]1[CH2:7][CH2:6][O:5][CH2:10][CH2:9]1)=[O:13]. The yield is 0.350.